This data is from Forward reaction prediction with 1.9M reactions from USPTO patents (1976-2016). The task is: Predict the product of the given reaction. (1) The product is: [CH2:1]([O:8][C:9]1[C:14](=[O:15])[CH:13]=[C:12]([CH2:16][O:17][CH:18]2[CH2:23][CH2:22][CH2:21][CH2:20][O:19]2)[NH:27][C:10]=1[C:24]([OH:26])=[O:25])[C:2]1[CH:7]=[CH:6][CH:5]=[CH:4][CH:3]=1. Given the reactants [CH2:1]([O:8][C:9]1[C:14](=[O:15])[CH:13]=[C:12]([CH2:16][O:17][CH:18]2[CH2:23][CH2:22][CH2:21][CH2:20][O:19]2)O[C:10]=1[C:24]([OH:26])=[O:25])[C:2]1[CH:7]=[CH:6][CH:5]=[CH:4][CH:3]=1.[NH3:27], predict the reaction product. (2) The product is: [CH:2]1([CH2:1][O:8][C:9]2[CH:14]=[CH:13][C:12]([C:15]3[O:16][C:17]4[CH:22]=[C:21]([O:23][CH2:24][C@@H:25]([NH:27][C:28](=[O:30])[CH3:29])[CH3:26])[N:20]=[CH:19][C:18]=4[N:31]=3)=[C:11]([CH2:32][CH3:33])[CH:10]=2)[CH2:6][CH2:7]1. Given the reactants [CH2:1]([O:8][C:9]1[CH:14]=[CH:13][C:12]([C:15]2[O:16][C:17]3[CH:22]=[C:21]([O:23][CH2:24][C@@H:25]([NH:27][C:28](=[O:30])[CH3:29])[CH3:26])[N:20]=[CH:19][C:18]=3[N:31]=2)=[C:11]([CH2:32][CH3:33])[CH:10]=1)[C:2]1[CH:7]=[CH:6]C=CC=1.BrCC1CC1, predict the reaction product. (3) Given the reactants [CH3:1][C:2]1[CH:7]=[CH:6][C:5]([C:8]2[O:12][N:11]=[CH:10][C:9]=2[C:13]([OH:15])=O)=[CH:4][CH:3]=1.Cl.[NH:17]1[CH2:22][CH2:21][CH2:20][C@H:19]([C:23]([OH:26])([CH3:25])[CH3:24])[CH2:18]1.C(N(CC)CC)C, predict the reaction product. The product is: [CH3:1][C:2]1[CH:3]=[CH:4][C:5]([C:8]2[O:12][N:11]=[CH:10][C:9]=2[C:13]([N:17]2[CH2:22][CH2:21][CH2:20][C@H:19]([C:23]([OH:26])([CH3:25])[CH3:24])[CH2:18]2)=[O:15])=[CH:6][CH:7]=1. (4) Given the reactants O.[CH2:2]([O:9][C:10]1[CH:39]=[CH:38][C:13]([O:14][C:15]2[CH:20]=[C:19]([N:21]3[C:26](=[O:27])[CH:25]=[C:24]([C:28]([F:31])([F:30])[F:29])[N:23]([CH3:32])[C:22]3=[O:33])[C:18]([F:34])=[CH:17][C:16]=2[N+:35]([O-])=O)=[CH:12][CH:11]=1)[C:3]1[CH:8]=[CH:7][CH:6]=[CH:5][CH:4]=1, predict the reaction product. The product is: [CH2:2]([O:9][C:10]1[CH:39]=[CH:38][C:13]([O:14][C:15]2[CH:20]=[C:19]([N:21]3[C:26](=[O:27])[CH:25]=[C:24]([C:28]([F:29])([F:30])[F:31])[N:23]([CH3:32])[C:22]3=[O:33])[C:18]([F:34])=[CH:17][C:16]=2[NH2:35])=[CH:12][CH:11]=1)[C:3]1[CH:4]=[CH:5][CH:6]=[CH:7][CH:8]=1. (5) Given the reactants [N:1]1[CH:6]=[CH:5][C:4]([C:7]2[N:8]=[C:9]3[NH:16][CH2:15][CH2:14][N:10]3[C:11](=[O:13])[CH:12]=2)=[CH:3][CH:2]=1.[H-].[Na+].[C:19]1([CH2:25][CH2:26][C:27](Cl)=[O:28])[CH:24]=[CH:23][CH:22]=[CH:21][CH:20]=1, predict the reaction product. The product is: [C:19]1([CH2:25][CH2:26][C:27]([N:16]2[C:9]3=[N:8][C:7]([C:4]4[CH:5]=[CH:6][N:1]=[CH:2][CH:3]=4)=[CH:12][C:11](=[O:13])[N:10]3[CH2:14][CH2:15]2)=[O:28])[CH:24]=[CH:23][CH:22]=[CH:21][CH:20]=1.